Dataset: Catalyst prediction with 721,799 reactions and 888 catalyst types from USPTO. Task: Predict which catalyst facilitates the given reaction. Reactant: [CH2:1]([C@H:3]1[CH2:8][CH2:7][C@H:6]([CH2:9]O)[CH2:5][CH2:4]1)[CH3:2].C(Br)(Br)(Br)[Br:12].C1(P(C2C=CC=CC=2)C2C=CC=CC=2)C=CC=CC=1. Product: [Br:12][CH2:9][C@H:6]1[CH2:7][CH2:8][C@H:3]([CH2:1][CH3:2])[CH2:4][CH2:5]1. The catalyst class is: 4.